This data is from Forward reaction prediction with 1.9M reactions from USPTO patents (1976-2016). The task is: Predict the product of the given reaction. (1) Given the reactants [NH:1]1[CH:5]=[CH:4][N:3]=[C:2]1[C:6]([OH:8])=O.CN(C(ON1N=NC2C=CC=NC1=2)=[N+](C)C)C.F[P-](F)(F)(F)(F)F.[CH2:33]([N:40]1[CH2:45][CH2:44][CH2:43][C@@H:42]([NH:46]C(=O)OC(C)(C)C)[CH2:41]1)[C:34]1[CH:39]=[CH:38][CH:37]=[CH:36][CH:35]=1, predict the reaction product. The product is: [CH2:33]([N:40]1[CH2:45][CH2:44][CH2:43][C@@H:42]([NH:46][C:6]([C:2]2[NH:1][CH:5]=[CH:4][N:3]=2)=[O:8])[CH2:41]1)[C:34]1[CH:35]=[CH:36][CH:37]=[CH:38][CH:39]=1. (2) Given the reactants [CH:1]([O:14][C:15]([CH:17]1[CH2:21][C@@H:20]([C:22](=[O:24])[CH3:23])[CH:19]([C:25]2[CH:30]=[CH:29][C:28]([O:31][CH3:32])=[C:27]([O:33][CH2:34][CH2:35][CH2:36][O:37][CH3:38])[CH:26]=2)[NH:18]1)=[O:16])([C:8]1[CH:13]=[CH:12][CH:11]=[CH:10][CH:9]=1)[C:2]1[CH:7]=[CH:6][CH:5]=[CH:4][CH:3]=1.C(OC(=O)C/N=C/C1C=CC(OC)=C(OCCCOC)C=1)(C1C=CC=CC=1)C1C=CC=CC=1, predict the reaction product. The product is: [CH:1]([O:14][C:15]([CH:17]1[CH2:21][C@H:20]([C:22](=[O:24])[CH3:23])[CH:19]([C:25]2[CH:30]=[CH:29][C:28]([O:31][CH3:32])=[C:27]([O:33][CH2:34][CH2:35][CH2:36][O:37][CH3:38])[CH:26]=2)[NH:18]1)=[O:16])([C:8]1[CH:13]=[CH:12][CH:11]=[CH:10][CH:9]=1)[C:2]1[CH:3]=[CH:4][CH:5]=[CH:6][CH:7]=1. (3) The product is: [CH3:1][CH2:2][CH2:3][C:4]1[C:5]2[NH:14][C:13]([C:15]3[CH:16]=[C:17]([S:24]([N:27]4[CH2:28][CH2:29][N:30]([CH3:33])[CH2:31][CH2:32]4)(=[O:25])=[O:26])[CH:18]=[CH:19][C:20]=3[O:21][CH2:22][CH3:23])=[N:12][C:10](=[O:11])[C:6]=2[N:7]([CH3:9])[N:8]=1.[ClH:49]. Given the reactants [CH3:1][CH2:2][CH2:3][C:4]1[C:5]2[N:14]=[C:13]([C:15]3[CH:16]=[C:17]([S:24]([N:27]4[CH2:32][CH2:31][N:30]([CH3:33])[CH2:29][CH2:28]4)(=[O:26])=[O:25])[CH:18]=[CH:19][C:20]=3[O:21][CH2:22][CH3:23])[NH:12][C:10](=[O:11])[C:6]=2[N:7]([CH3:9])[N:8]=1.C(C(O)(C(O)=O)CC(O)=O)C(O)=O.CO.[ClH:49], predict the reaction product. (4) Given the reactants [CH:1](NC(C)C)(C)C.[Li]CCCC.[O:13]1[CH2:18][CH2:17][CH:16]([C:19]([O:21][CH3:22])=[O:20])[CH2:15][CH2:14]1.IC, predict the reaction product. The product is: [CH3:22][O:21][C:19]([C:16]1([CH3:1])[CH2:17][CH2:18][O:13][CH2:14][CH2:15]1)=[O:20]. (5) Given the reactants C(N(CC)CC)C.[NH2:8][C:9]1[CH:10]=[C:11]([NH:19][S:20]([CH3:23])(=[O:22])=[O:21])[CH:12]=[C:13]([C:15]([CH3:18])([CH3:17])[CH3:16])[CH:14]=1.[CH3:24][O:25][C:26]1[CH:27]=[C:28]([NH:43][C:44]2[N:49]=[C:48]([O:50][C:51]3[C:60]4[C:55](=[CH:56][CH:57]=[CH:58][CH:59]=4)[C:54]([NH:61][C:62](=O)[O:63]C4C=CC=CC=4)=[CH:53][CH:52]=3)[CH:47]=[CH:46][N:45]=2)[CH:29]=[C:30]([O:32][CH2:33][CH2:34][O:35][CH2:36][CH2:37][O:38][CH2:39][CH2:40][O:41][CH3:42])[CH:31]=1, predict the reaction product. The product is: [C:15]([C:13]1[CH:12]=[C:11]([NH:19][S:20]([CH3:23])(=[O:22])=[O:21])[CH:10]=[C:9]([NH:8][C:62]([NH:61][C:54]2[C:55]3[C:60](=[CH:59][CH:58]=[CH:57][CH:56]=3)[C:51]([O:50][C:48]3[CH:47]=[CH:46][N:45]=[C:44]([NH:43][C:28]4[CH:29]=[C:30]([O:32][CH2:33][CH2:34][O:35][CH2:36][CH2:37][O:38][CH2:39][CH2:40][O:41][CH3:42])[CH:31]=[C:26]([O:25][CH3:24])[CH:27]=4)[N:49]=3)=[CH:52][CH:53]=2)=[O:63])[CH:14]=1)([CH3:16])([CH3:17])[CH3:18]. (6) Given the reactants [CH:1]1([N:7]([CH:18]2[CH2:23][CH2:22][CH2:21][CH2:20][CH2:19]2)[C:8]([NH:10][C:11]2[S:12][C:13]([CH:16]=O)=[CH:14][N:15]=2)=[O:9])[CH2:6][CH2:5][CH2:4][CH2:3][CH2:2]1.C(O)(=O)C.[NH:28]1[CH2:33][CH2:32][O:31][CH2:30][CH2:29]1.C(O[BH-](OC(=O)C)OC(=O)C)(=O)C.[Na+], predict the reaction product. The product is: [CH:18]1([N:7]([CH:1]2[CH2:6][CH2:5][CH2:4][CH2:3][CH2:2]2)[C:8]([NH:10][C:11]2[S:12][C:13]([CH2:16][N:28]3[CH2:33][CH2:32][O:31][CH2:30][CH2:29]3)=[CH:14][N:15]=2)=[O:9])[CH2:19][CH2:20][CH2:21][CH2:22][CH2:23]1. (7) Given the reactants [OH:1][CH:2]1[CH:7]([C:8]2[CH:13]=[CH:12][C:11]([OH:14])=[CH:10][CH:9]=2)[CH2:6][CH2:5][N:4]([C:15]([O:17][C:18]([CH3:21])([CH3:20])[CH3:19])=[O:16])[CH2:3]1.Br[CH2:23]/[CH:24]=[CH:25]/[CH2:26][O:27][C:28]1[CH:33]=[CH:32][CH:31]=[CH:30][CH:29]=1, predict the reaction product. The product is: [OH:1][CH:2]1[CH:7]([C:8]2[CH:9]=[CH:10][C:11]([O:14][CH2:23]/[CH:24]=[CH:25]/[CH2:26][O:27][C:28]3[CH:33]=[CH:32][CH:31]=[CH:30][CH:29]=3)=[CH:12][CH:13]=2)[CH2:6][CH2:5][N:4]([C:15]([O:17][C:18]([CH3:21])([CH3:20])[CH3:19])=[O:16])[CH2:3]1.